Dataset: NCI-60 drug combinations with 297,098 pairs across 59 cell lines. Task: Regression. Given two drug SMILES strings and cell line genomic features, predict the synergy score measuring deviation from expected non-interaction effect. (1) Drug 1: C1CC(=O)NC(=O)C1N2CC3=C(C2=O)C=CC=C3N. Drug 2: CC(C)CN1C=NC2=C1C3=CC=CC=C3N=C2N. Cell line: SNB-75. Synergy scores: CSS=3.70, Synergy_ZIP=-0.143, Synergy_Bliss=1.23, Synergy_Loewe=1.72, Synergy_HSA=0.317. (2) Drug 1: C1=CN(C=N1)CC(O)(P(=O)(O)O)P(=O)(O)O. Drug 2: CC1=C(C(=O)C2=C(C1=O)N3CC4C(C3(C2COC(=O)N)OC)N4)N. Cell line: OVCAR-8. Synergy scores: CSS=19.2, Synergy_ZIP=-9.18, Synergy_Bliss=-1.38, Synergy_Loewe=-19.3, Synergy_HSA=-4.30. (3) Drug 1: CCCCCOC(=O)NC1=NC(=O)N(C=C1F)C2C(C(C(O2)C)O)O. Drug 2: CC1=C(N=C(N=C1N)C(CC(=O)N)NCC(C(=O)N)N)C(=O)NC(C(C2=CN=CN2)OC3C(C(C(C(O3)CO)O)O)OC4C(C(C(C(O4)CO)O)OC(=O)N)O)C(=O)NC(C)C(C(C)C(=O)NC(C(C)O)C(=O)NCCC5=NC(=CS5)C6=NC(=CS6)C(=O)NCCC[S+](C)C)O. Cell line: COLO 205. Synergy scores: CSS=6.70, Synergy_ZIP=-0.741, Synergy_Bliss=1.53, Synergy_Loewe=-16.3, Synergy_HSA=-2.08. (4) Drug 2: CS(=O)(=O)CCNCC1=CC=C(O1)C2=CC3=C(C=C2)N=CN=C3NC4=CC(=C(C=C4)OCC5=CC(=CC=C5)F)Cl. Drug 1: COC1=CC(=CC(=C1O)OC)C2C3C(COC3=O)C(C4=CC5=C(C=C24)OCO5)OC6C(C(C7C(O6)COC(O7)C8=CC=CS8)O)O. Cell line: HS 578T. Synergy scores: CSS=20.1, Synergy_ZIP=2.29, Synergy_Bliss=2.82, Synergy_Loewe=-11.5, Synergy_HSA=-0.274. (5) Drug 1: CC1=C(C=C(C=C1)C(=O)NC2=CC(=CC(=C2)C(F)(F)F)N3C=C(N=C3)C)NC4=NC=CC(=N4)C5=CN=CC=C5. Drug 2: C1C(C(OC1N2C=NC(=NC2=O)N)CO)O. Cell line: MOLT-4. Synergy scores: CSS=43.8, Synergy_ZIP=0.733, Synergy_Bliss=-8.13, Synergy_Loewe=-27.3, Synergy_HSA=-3.82. (6) Drug 1: C1=C(C(=O)NC(=O)N1)N(CCCl)CCCl. Drug 2: CC1=C(C=C(C=C1)C(=O)NC2=CC(=CC(=C2)C(F)(F)F)N3C=C(N=C3)C)NC4=NC=CC(=N4)C5=CN=CC=C5. Cell line: U251. Synergy scores: CSS=30.7, Synergy_ZIP=3.96, Synergy_Bliss=3.31, Synergy_Loewe=0.668, Synergy_HSA=1.72. (7) Drug 1: C1=NC2=C(N1)C(=S)N=C(N2)N. Drug 2: CCC1(C2=C(COC1=O)C(=O)N3CC4=CC5=C(C=CC(=C5CN(C)C)O)N=C4C3=C2)O.Cl. Cell line: SNB-19. Synergy scores: CSS=12.9, Synergy_ZIP=-1.64, Synergy_Bliss=-2.35, Synergy_Loewe=-26.7, Synergy_HSA=-2.27. (8) Drug 1: CC1=C(C=C(C=C1)C(=O)NC2=CC(=CC(=C2)C(F)(F)F)N3C=C(N=C3)C)NC4=NC=CC(=N4)C5=CN=CC=C5. Drug 2: CCN(CC)CCCC(C)NC1=C2C=C(C=CC2=NC3=C1C=CC(=C3)Cl)OC. Cell line: RPMI-8226. Synergy scores: CSS=32.3, Synergy_ZIP=-7.51, Synergy_Bliss=-7.22, Synergy_Loewe=-9.01, Synergy_HSA=-4.09. (9) Drug 1: C1CCC(C1)C(CC#N)N2C=C(C=N2)C3=C4C=CNC4=NC=N3. Drug 2: CN(CCCl)CCCl.Cl. Cell line: OVCAR-8. Synergy scores: CSS=3.25, Synergy_ZIP=0.601, Synergy_Bliss=3.79, Synergy_Loewe=-0.204, Synergy_HSA=0.934.